From a dataset of Forward reaction prediction with 1.9M reactions from USPTO patents (1976-2016). Predict the product of the given reaction. (1) Given the reactants [C:1]([O:5][C:6]([CH:8]1[CH2:14][CH2:13][C:12]2[CH:15]=[CH:16][C:17]([O:19][CH3:20])=[CH:18][C:11]=2[N:10]([CH2:21][CH3:22])[C:9]1=[O:23])=[O:7])([CH3:4])([CH3:3])[CH3:2].C1C(=O)N(Br)C(=O)C1.C/C(/O[Si](C)(C)C)=N\[Si](C)(C)C.C(Cl)(Cl)(Cl)Cl, predict the reaction product. The product is: [C:1]([O:5][C:6]([CH:8]1[CH:14]=[CH:13][C:12]2[CH:15]=[CH:16][C:17]([O:19][CH3:20])=[CH:18][C:11]=2[N:10]([CH2:21][CH3:22])[C:9]1=[O:23])=[O:7])([CH3:4])([CH3:3])[CH3:2]. (2) The product is: [CH3:4][O:6][C:10]1[CH:17]=[C:16]([C:18]2[N:22]([CH3:23])[C:21]([C:24]([CH3:36])([O:26][C:27]3[C:32]([F:33])=[CH:31][C:30]([F:34])=[CH:29][C:28]=3[F:35])[CH3:25])=[N:20][N:19]=2)[CH:15]=[CH:14][C:11]=1[C:12]#[N:13]. Given the reactants CO.C[C:4](C)([O-:6])C.[K+].F[C:10]1[CH:17]=[C:16]([C:18]2[N:22]([CH3:23])[C:21]([C:24]([CH3:36])([O:26][C:27]3[C:32]([F:33])=[CH:31][C:30]([F:34])=[CH:29][C:28]=3[F:35])[CH3:25])=[N:20][N:19]=2)[CH:15]=[CH:14][C:11]=1[C:12]#[N:13].O, predict the reaction product. (3) Given the reactants [C:1]([C:5]1[CH:10]=[CH:9][C:8]([S:11]([NH:14][C:15]2[CH:20]=[CH:19][C:18]([Cl:21])=[CH:17][C:16]=2[N:22]2[C:30]3[CH:29]=[CH:28][N:27]=[C:26](Cl)[C:25]=3[N:24]=[N:23]2)(=[O:13])=[O:12])=[CH:7][CH:6]=1)([CH3:4])([CH3:3])[CH3:2].[NH3:32], predict the reaction product. The product is: [NH2:32][C:26]1[C:25]2[N:24]=[N:23][N:22]([C:16]3[CH:17]=[C:18]([Cl:21])[CH:19]=[CH:20][C:15]=3[NH:14][S:11]([C:8]3[CH:9]=[CH:10][C:5]([C:1]([CH3:4])([CH3:2])[CH3:3])=[CH:6][CH:7]=3)(=[O:12])=[O:13])[C:30]=2[CH:29]=[CH:28][N:27]=1.